From a dataset of Forward reaction prediction with 1.9M reactions from USPTO patents (1976-2016). Predict the product of the given reaction. (1) Given the reactants CC(C)=O.C(O)CO.C(O)C.[C:12]([O-:15])(=[O:14])[CH3:13].[Zn+2:16].[C:17]([O-:20])(=[O:19])[CH3:18], predict the reaction product. The product is: [C:12]([O-:15])(=[O:14])[CH3:13].[Zn+2:16].[C:17]([O-:20])(=[O:19])[CH3:18]. (2) Given the reactants F[C:2]1[CH:7]=[CH:6][CH:5]=[CH:4][C:3]=1[S:8]([CH3:11])(=[O:10])=[O:9].[Cl:12][C:13]1[C:21]2[N:20]=[C:19]([CH3:22])[N:18]([C:23]3[CH:24]=[C:25]([OH:29])[CH:26]=[CH:27][CH:28]=3)[C:17]=2[CH:16]=[CH:15][CH:14]=1, predict the reaction product. The product is: [Cl:12][C:13]1[C:21]2[N:20]=[C:19]([CH3:22])[N:18]([C:23]3[CH:28]=[CH:27][CH:26]=[C:25]([O:29][C:2]4[CH:7]=[CH:6][CH:5]=[CH:4][C:3]=4[S:8]([CH3:11])(=[O:10])=[O:9])[CH:24]=3)[C:17]=2[CH:16]=[CH:15][CH:14]=1. (3) The product is: [CH3:1][C:2]1[C:3]([CH2:4][OH:5])=[CH:8][CH:9]=[CH:10][N:11]=1. Given the reactants [CH3:1][C:2]1[N:11]=[CH:10][CH:9]=[CH:8][C:3]=1[C:4](OC)=[O:5].[H-].[H-].[H-].[H-].[Li+].[Al+3].O.[OH-].[Na+], predict the reaction product.